This data is from Full USPTO retrosynthesis dataset with 1.9M reactions from patents (1976-2016). The task is: Predict the reactants needed to synthesize the given product. (1) Given the product [CH2:45]([N:49]([CH2:50][CH2:51][CH2:52][CH3:53])[C:20](=[O:22])[C:7]1[CH:6]=[CH:5][C:4]([N+:1]([O-:3])=[O:2])=[C:9]([NH:10][CH2:11][CH2:12][CH2:13][N:14]2[CH2:15][CH2:16][CH2:17][CH2:18][CH2:19]2)[N:8]=1)[CH2:46][CH2:47][CH3:48], predict the reactants needed to synthesize it. The reactants are: [N+:1]([C:4]1[CH:5]=[CH:6][C:7]([C:20]([OH:22])=O)=[N:8][C:9]=1[NH:10][CH2:11][CH2:12][CH2:13][N:14]1[CH2:19][CH2:18][CH2:17][CH2:16][CH2:15]1)([O-:3])=[O:2].C1C=CC2N(O)N=NC=2C=1.CCN=C=NCCCN(C)C.Cl.[CH2:45]([NH:49][CH2:50][CH2:51][CH2:52][CH3:53])[CH2:46][CH2:47][CH3:48]. (2) Given the product [CH:16]([C:18]1[CH:19]=[CH:20][C:21]([O:8][S:1]([C:4]([F:7])([F:6])[F:5])(=[O:3])=[O:2])=[C:22]([CH:27]=1)[C:23]([O:25][CH3:26])=[O:24])=[O:17], predict the reactants needed to synthesize it. The reactants are: [S:1]([O:8]S(C(F)(F)F)(=O)=O)([C:4]([F:7])([F:6])[F:5])(=[O:3])=[O:2].[CH:16]([C:18]1[CH:19]=[CH:20][C:21](O)=[C:22]([CH:27]=1)[C:23]([O:25][CH3:26])=[O:24])=[O:17]. (3) Given the product [OH:1][C:2]1[CH:3]=[CH:4][C:5]([CH2:6][N:7]2[C:15]3[C:10](=[CH:11][CH:12]=[CH:13][CH:14]=3)[CH:9]=[C:8]2[CH2:16][N:17]([CH3:18])[C:48]([C:45]2[CH:46]=[CH:47][C:37]3[NH:36][C@H:35]([CH3:34])[C:41](=[O:42])[N:40]([CH3:43])[CH2:39][C:38]=3[CH:44]=2)=[O:50])=[CH:19][CH:20]=1, predict the reactants needed to synthesize it. The reactants are: [OH:1][C:2]1[CH:20]=[CH:19][C:5]([CH2:6][N:7]2[C:15]3[C:10](=[CH:11][CH:12]=[CH:13][CH:14]=3)[CH:9]=[C:8]2[CH2:16][NH:17][CH3:18])=[CH:4][CH:3]=1.CN1C2C(=CC=CC=2)C=C1CNC.[CH3:34][C@@H:35]1[C:41](=[O:42])[N:40]([CH3:43])[CH2:39][C:38]2[CH:44]=[C:45]([C:48]([OH:50])=O)[CH:46]=[CH:47][C:37]=2[NH:36]1.C(C[C@@H]1C(=O)N(C)CC2C=C(C(O)=O)C=CC=2N1)(OC)=O. (4) The reactants are: Br[C:2]1[CH:7]=[CH:6][C:5]([C:8]([N:10]2[CH2:15][CH2:14][N:13]([C:16]3[C:21]([CH3:22])=[CH:20][C:19]([CH3:23])=[CH:18][N:17]=3)[CH2:12][CH2:11]2)=[O:9])=[CH:4][CH:3]=1.[CH3:24][O:25][C:26]1[CH:39]=[CH:38][C:29]([CH2:30][N:31]2[CH2:35][CH:34]([CH3:36])[NH:33][C:32]2=[O:37])=[CH:28][CH:27]=1. Given the product [CH3:22][C:21]1[C:16]([N:13]2[CH2:14][CH2:15][N:10]([C:8]([C:5]3[CH:6]=[CH:7][C:2]([N:33]4[CH:34]([CH3:36])[CH2:35][N:31]([CH2:30][C:29]5[CH:38]=[CH:39][C:26]([O:25][CH3:24])=[CH:27][CH:28]=5)[C:32]4=[O:37])=[CH:3][CH:4]=3)=[O:9])[CH2:11][CH2:12]2)=[N:17][CH:18]=[C:19]([CH3:23])[CH:20]=1, predict the reactants needed to synthesize it. (5) The reactants are: [N:1]#[C:2]Br.[NH2:4][C:5]1[CH:6]=[C:7]([C:13]2[N:18]=[C:17]3[N:19]([CH2:24][CH:25]4[CH2:30][CH2:29][O:28][CH2:27][CH2:26]4)[C:20](=[O:23])[CH2:21][NH:22][C:16]3=[N:15][CH:14]=2)[CH:8]=[C:9]([CH3:12])[C:10]=1[NH2:11]. Given the product [NH2:1][C:2]1[NH:4][C:5]2[CH:6]=[C:7]([C:13]3[N:18]=[C:17]4[N:19]([CH2:24][CH:25]5[CH2:30][CH2:29][O:28][CH2:27][CH2:26]5)[C:20](=[O:23])[CH2:21][NH:22][C:16]4=[N:15][CH:14]=3)[CH:8]=[C:9]([CH3:12])[C:10]=2[N:11]=1, predict the reactants needed to synthesize it. (6) Given the product [O:11]1[CH2:12][CH:9]([N:7]2[CH:8]=[C:4]([NH2:1])[CH:5]=[N:6]2)[CH2:10]1, predict the reactants needed to synthesize it. The reactants are: [N+:1]([C:4]1[CH:5]=[N:6][N:7]([CH:9]2[CH2:12][O:11][CH2:10]2)[CH:8]=1)([O-])=O.[H][H]. (7) Given the product [C:1]([O:5][C:6](=[O:33])[CH2:7][O:8][C:9]1[CH:18]=[CH:17][C:16]([Cl:19])=[C:15]2[C:10]=1[C:11]([CH3:32])=[C:12]([CH2:24][C:25]1[CH:30]=[CH:29][C:28]([C:39]3[CH:40]=[CH:41][N:37]([CH:34]([CH3:36])[CH3:35])[N:38]=3)=[CH:27][CH:26]=1)[C:13]([O:20][CH:21]([F:23])[F:22])=[N:14]2)([CH3:4])([CH3:3])[CH3:2], predict the reactants needed to synthesize it. The reactants are: [C:1]([O:5][C:6](=[O:33])[CH2:7][O:8][C:9]1[CH:18]=[CH:17][C:16]([Cl:19])=[C:15]2[C:10]=1[C:11]([CH3:32])=[C:12]([CH2:24][C:25]1[CH:30]=[CH:29][C:28](Br)=[CH:27][CH:26]=1)[C:13]([O:20][CH:21]([F:23])[F:22])=[N:14]2)([CH3:4])([CH3:3])[CH3:2].[CH:34]([N:37]1[CH:41]=[CH:40][C:39](B2OC(C)(C)C(C)(C)O2)=[N:38]1)([CH3:36])[CH3:35]. (8) Given the product [N:27]1[CH:32]=[CH:31][C:30]([CH2:33][C:34]([N:23]2[CH2:24][CH2:25][CH:20]([C:17]3[S:18][CH:19]=[C:15]([C:7]4[CH:6]=[CH:5][C:4]5[C:3]([CH3:26])([CH3:2])[CH2:12][CH2:11][C:10]([CH3:13])([CH3:14])[C:9]=5[CH:8]=4)[N:16]=3)[CH2:21][CH2:22]2)=[O:35])=[CH:29][CH:28]=1, predict the reactants needed to synthesize it. The reactants are: Br.[CH3:2][C:3]1([CH3:26])[CH2:12][CH2:11][C:10]([CH3:14])([CH3:13])[C:9]2[CH:8]=[C:7]([C:15]3[N:16]=[C:17]([CH:20]4[CH2:25][CH2:24][NH:23][CH2:22][CH2:21]4)[S:18][CH:19]=3)[CH:6]=[CH:5][C:4]1=2.[N:27]1[CH:32]=[CH:31][C:30]([CH2:33][C:34](O)=[O:35])=[CH:29][CH:28]=1.CN1CCOCC1.CCN=C=NCCCN(C)C.Cl.C1C=CC2N(O)N=NC=2C=1.[Cl-].[NH4+].